Predict the reaction yield, written as a fraction of the theoretical maximum amount of product (1.0 means a 100% yield; for example, 0.34 means a 34% yield). From a dataset of Reaction yield outcomes from USPTO patents with 853,638 reactions. (1) The reactants are [CH:1]([OH:3])=[O:2].[NH2:4][C:5]1[N:10]=[CH:9][N:8]=[C:7]2[N:11]([CH:22]([C:24]3OC(=O)[C:27]4[C:32]([C:33]=3[C:34]3[CH2:35][NH:36][CH2:37][CH2:38][CH:39]=3)=[CH:31][CH:30]=[CH:29][CH:28]=4)[CH3:23])[N:12]=[C:13]([C:14]3[CH:19]=[C:18]([OH:20])[CH:17]=[C:16]([F:21])[CH:15]=3)[C:6]=12.[CH3:41][N:42]1[CH2:47][CH2:46][C:45](=O)[CH2:44][CH2:43]1.CCN(C(C)C)C(C)C.CC(O)=O.C(O[BH-](OC(=O)C)OC(=O)C)(=O)C.[Na+].C(Cl)[Cl:77]. No catalyst specified. The product is [ClH:77].[ClH:77].[NH2:4][C:5]1[N:10]=[CH:9][N:8]=[C:7]2[N:11]([CH:22]([C:24]3[O:2][C:1](=[O:3])[C:27]4[C:32]([C:33]=3[C:34]3[CH2:35][N:36]([CH:45]5[CH2:46][CH2:47][N:42]([CH3:41])[CH2:43][CH2:44]5)[CH2:37][CH2:38][CH:39]=3)=[CH:31][CH:30]=[CH:29][CH:28]=4)[CH3:23])[N:12]=[C:13]([C:14]3[CH:19]=[C:18]([OH:20])[CH:17]=[C:16]([F:21])[CH:15]=3)[C:6]=12. The yield is 0.680. (2) The reactants are [C:1]([O:5][C:6]([N:8]1[CH2:12][C@H:11]([OH:13])[CH2:10][C@H:9]1[CH2:14][OH:15])=[O:7])([CH3:4])([CH3:3])[CH3:2].[C:16](Cl)(=[O:21])[C:17]([CH3:20])([CH3:19])[CH3:18].CCN(C(C)C)C(C)C. The catalyst is C(Cl)Cl.CS(C)=O. The product is [C:1]([O:5][C:6]([N:8]1[CH2:12][C:11](=[O:13])[CH2:10][C@H:9]1[CH2:14][O:15][C:16](=[O:21])[C:17]([CH3:20])([CH3:19])[CH3:18])=[O:7])([CH3:4])([CH3:3])[CH3:2]. The yield is 0.740. (3) The reactants are [OH:1][CH:2]([C:6]1[CH:11]=[CH:10][C:9]([C:12]2[N:16]=[C:15]([C:17]3[C:21]([C:22]([F:25])([F:24])[F:23])=[C:20]([C:26]4[CH:31]=[CH:30][CH:29]=[CH:28][CH:27]=4)[O:19][N:18]=3)[O:14][N:13]=2)=[CH:8][CH:7]=1)[C:3]([OH:5])=O.[N:32]1[CH:37]=[CH:36][CH:35]=[C:34]([CH2:38][NH2:39])[CH:33]=1.CN(C([O:47]N1N=NC2C=CC=NC1=2)=[N+](C)C)C.F[P-](F)(F)(F)(F)F.CN1CCOCC1.CN([CH:74]=[O:75])C. No catalyst specified. The product is [OH:1][CH:2]([C:6]1[CH:7]=[CH:8][C:9]([C:12]2[N:16]=[C:15]([C:17]3[C:21]([C:22]([F:25])([F:23])[F:24])=[C:20]([C:26]4[CH:31]=[CH:30][CH:29]=[CH:28][CH:27]=4)[O:19][N:18]=3)[O:14][N:13]=2)=[CH:10][CH:11]=1)[C:3]([NH:39][CH2:38][C:34]1[CH:33]=[N:32][CH:37]=[CH:36][CH:35]=1)=[O:5].[C:74]([OH:75])([C:22]([F:25])([F:24])[F:23])=[O:47]. The yield is 0.418. (4) The reactants are [Cl:1][C:2]1[N:3]=[C:4]2[C:9](=[CH:10][CH:11]=1)[N:8]=[CH:7][C:6]([C:12]([CH:14]1[CH2:16][CH2:15]1)=[O:13])=[C:5]2[NH:17][C@H:18]1[CH2:23][CH2:22][C@H:21]([CH2:24][N:25]([CH3:27])[CH3:26])[CH2:20][CH2:19]1.[Cl:28][C:29]1[CH:34]=[C:33](B2OC(C)(C)C(C)(C)O2)[CH:32]=[C:31]([F:44])[C:30]=1[OH:45].C1(N)C(F)=C(F)C(F)=C(N)C=1F.Cl.Cl. No catalyst specified. The product is [ClH:1].[ClH:28].[Cl:28][C:29]1[CH:34]=[C:33]([C:2]2[N:3]=[C:4]3[C:9](=[CH:10][CH:11]=2)[N:8]=[CH:7][C:6]([C:12]([CH:14]2[CH2:16][CH2:15]2)=[O:13])=[C:5]3[NH:17][C@H:18]2[CH2:23][CH2:22][C@H:21]([CH2:24][N:25]([CH3:27])[CH3:26])[CH2:20][CH2:19]2)[CH:32]=[C:31]([F:44])[C:30]=1[OH:45]. The yield is 0.610.